From a dataset of Catalyst prediction with 721,799 reactions and 888 catalyst types from USPTO. Predict which catalyst facilitates the given reaction. (1) Product: [Cl:12][C:13]1[C:22]2[C:17](=[CH:18][CH:19]=[C:20]([C:23]([C:25]3[N:29]([CH3:30])[C:28]([CH3:31])=[N:27][CH:26]=3)([C:11]3[N:7]([CH3:6])[N:8]=[N:9][CH:10]=3)[OH:24])[CH:21]=2)[N:16]=[C:15]([O:32][CH3:33])[C:14]=1[O:34][CH:35]([CH3:37])[CH3:36]. The catalyst class is: 1. Reactant: [Li]CCCC.[CH3:6][N:7]1[CH:11]=[CH:10][N:9]=[N:8]1.[Cl:12][C:13]1[C:22]2[C:17](=[CH:18][CH:19]=[C:20]([C:23]([C:25]3[N:29]([CH3:30])[C:28]([CH3:31])=[N:27][CH:26]=3)=[O:24])[CH:21]=2)[N:16]=[C:15]([O:32][CH3:33])[C:14]=1[O:34][CH:35]([CH3:37])[CH3:36]. (2) Reactant: Br[C:2]1[CH:7]=[CH:6][CH:5]=[C:4]([CH2:8][O:9][CH3:10])[N:3]=1.[C:11]([NH-:17])(=[O:16])[C:12]([CH3:15])([CH3:14])[CH3:13].C(=O)([O-])[O-].[Cs+].[Cs+].C1(P(C2C=CC=CC=2)C2C3OC4C(=CC=CC=4P(C4C=CC=CC=4)C4C=CC=CC=4)C(C)(C)C=3C=CC=2)C=CC=CC=1. Product: [CH3:10][O:9][CH2:8][C:4]1[N:3]=[C:2]([NH:17][C:11](=[O:16])[C:12]([CH3:15])([CH3:14])[CH3:13])[CH:7]=[CH:6][CH:5]=1. The catalyst class is: 584. (3) Reactant: [C:1]([O:5][C@@H:6]([C:12]1[C:38]([CH3:39])=[N:37][C:36]2=[CH:40][C:33]3=[N:34][N:35]2[C:13]=1[N:14]1[CH2:46][CH2:45][C:17]([CH3:47])([O:18][CH2:19][CH2:20][CH2:21][CH2:22][CH2:23][C:24]2[CH:25]=[C:26]([F:44])[CH:27]=[CH:28][C:29]=2[CH2:30][N:31]([CH:41]2[CH2:43][CH2:42]2)[CH2:32]3)[CH2:16][CH2:15]1)[C:7]([O:9]CC)=[O:8])([CH3:4])([CH3:3])[CH3:2].[OH-].[Na+]. Product: [C:1]([O:5][C@@H:6]([C:12]1[C:38]([CH3:39])=[N:37][C:36]2=[CH:40][C:33]3=[N:34][N:35]2[C:13]=1[N:14]1[CH2:15][CH2:16][C:17]([CH3:47])([O:18][CH2:19][CH2:20][CH2:21][CH2:22][CH2:23][C:24]2[CH:25]=[C:26]([F:44])[CH:27]=[CH:28][C:29]=2[CH2:30][N:31]([CH:41]2[CH2:43][CH2:42]2)[CH2:32]3)[CH2:45][CH2:46]1)[C:7]([OH:9])=[O:8])([CH3:4])([CH3:2])[CH3:3]. The catalyst class is: 14. (4) Reactant: C[O:2][C:3](=[O:32])[C:4]1[CH:9]=[CH:8][C:7]([CH3:10])=[C:6]([NH:11][C:12]([C:14]2[C:15](=[O:31])[NH:16][C:17]3[C:22]([CH:23]=2)=[CH:21][C:20]([O:24][CH2:25][CH2:26][O:27][CH3:28])=[C:19]([O:29][CH3:30])[CH:18]=3)=[O:13])[CH:5]=1.[OH-].[Na+].O.Cl. Product: [CH3:30][O:29][C:19]1[CH:18]=[C:17]2[C:22]([CH:23]=[C:14]([C:12]([NH:11][C:6]3[CH:5]=[C:4]([CH:9]=[CH:8][C:7]=3[CH3:10])[C:3]([OH:32])=[O:2])=[O:13])[C:15](=[O:31])[NH:16]2)=[CH:21][C:20]=1[O:24][CH2:25][CH2:26][O:27][CH3:28]. The catalyst class is: 5. (5) Reactant: [O:1]([CH2:8][CH2:9][CH2:10][NH:11][C:12]([C:14]1[C:18]([NH:19][C:20]([C:22]2[CH:27]=[CH:26][CH:25]=[CH:24][N:23]=2)=[O:21])=[CH:17][N:16](C2CCCCO2)[N:15]=1)=[O:13])[C:2]1[CH:7]=[CH:6][CH:5]=[CH:4][CH:3]=1.O.C1(C)C=CC(S(O)(=O)=O)=CC=1. Product: [O:1]([CH2:8][CH2:9][CH2:10][NH:11][C:12]([C:14]1[C:18]([NH:19][C:20]([C:22]2[CH:27]=[CH:26][CH:25]=[CH:24][N:23]=2)=[O:21])=[CH:17][NH:16][N:15]=1)=[O:13])[C:2]1[CH:3]=[CH:4][CH:5]=[CH:6][CH:7]=1. The catalyst class is: 8. (6) Reactant: [F:1][C:2]1[CH:3]=[C:4]([OH:11])[CH:5]=[CH:6][C:7]=1[N+:8]([O-:10])=[O:9].CS([O-])(=O)=O.[CH2:17]([N:19]([CH2:24][CH3:25])[CH2:20][CH2:21][CH2:22]O)[CH3:18].C([O-])([O-])=O.[K+].[K+]. Product: [F:1][C:2]1[CH:3]=[C:4]([O:11][CH2:22][CH2:21][CH2:20][N:19]([CH2:24][CH3:25])[CH2:17][CH3:18])[CH:5]=[CH:6][C:7]=1[N+:8]([O-:10])=[O:9]. The catalyst class is: 3. (7) Reactant: [H-].[H-].[H-].[H-].[Li+].[Al+3].[N:7]1[CH:12]=[CH:11][CH:10]=[CH:9][C:8]=1[C@@:13]1([CH2:23][C:24]#[N:25])[CH2:22][C:17]2([CH2:21][CH2:20][CH2:19][CH2:18]2)[O:16][CH2:15][CH2:14]1. Product: [N:7]1[CH:12]=[CH:11][CH:10]=[CH:9][C:8]=1[C@@:13]1([CH2:23][CH2:24][NH2:25])[CH2:22][C:17]2([CH2:21][CH2:20][CH2:19][CH2:18]2)[O:16][CH2:15][CH2:14]1. The catalyst class is: 28. (8) Reactant: [Br:1]P(Br)Br.O[CH:6]([C:8]1[CH:9]=[C:10]([C:25]([N:27]([CH3:29])[CH3:28])=[O:26])[CH:11]=[C:12]2[C:17]=1[O:16][C:15]([N:18]1[CH2:23][CH2:22][O:21][CH2:20][CH2:19]1)=[CH:14][C:13]2=[O:24])[CH3:7]. Product: [BrH:1].[Br:1][CH:6]([C:8]1[CH:9]=[C:10]([C:25]([N:27]([CH3:29])[CH3:28])=[O:26])[CH:11]=[C:12]2[C:17]=1[O:16][C:15]([N:18]1[CH2:23][CH2:22][O:21][CH2:20][CH2:19]1)=[CH:14][C:13]2=[O:24])[CH3:7]. The catalyst class is: 2. (9) Reactant: [Cl:1][C:2]1[N:3]([C:11]2[CH:30]=[CH:29][C:14]([O:15][CH2:16][CH2:17][CH2:18][N:19]3[CH2:24][CH2:23][CH:22]([C:25](OC)=[O:26])[CH2:21][CH2:20]3)=[CH:13][CH:12]=2)[N:4]=[C:5]2[C:10]=1[CH:9]=[CH:8][CH:7]=[CH:6]2.[BH4-].[Na+]. Product: [Cl:1][C:2]1[N:3]([C:11]2[CH:12]=[CH:13][C:14]([O:15][CH2:16][CH2:17][CH2:18][N:19]3[CH2:24][CH2:23][CH:22]([CH2:25][OH:26])[CH2:21][CH2:20]3)=[CH:29][CH:30]=2)[N:4]=[C:5]2[C:10]=1[CH:9]=[CH:8][CH:7]=[CH:6]2. The catalyst class is: 1.